The task is: Predict the product of the given reaction.. This data is from Forward reaction prediction with 1.9M reactions from USPTO patents (1976-2016). (1) Given the reactants [Cl:1][C:2]1[N:3]=[CH:4][C:5]2[NH:11][C:10](=[O:12])[C:9]([CH3:14])([CH3:13])[CH2:8][N:7]([CH:15]3[CH2:19][CH2:18][CH2:17][CH2:16]3)[C:6]=2[N:20]=1.[CH3:21]I.[H-].[Na+], predict the reaction product. The product is: [Cl:1][C:2]1[N:3]=[CH:4][C:5]2[N:11]([CH3:21])[C:10](=[O:12])[C:9]([CH3:13])([CH3:14])[CH2:8][N:7]([CH:15]3[CH2:16][CH2:17][CH2:18][CH2:19]3)[C:6]=2[N:20]=1. (2) Given the reactants [O:1]1[CH2:6][C:5](=[O:7])[NH:4][C:3]2[N:8]=[CH:9][CH:10]=[CH:11][C:2]1=2.[Br:12]N1C(=O)CCC1=O.O, predict the reaction product. The product is: [Br:12][C:10]1[CH:9]=[N:8][C:3]2[NH:4][C:5](=[O:7])[CH2:6][O:1][C:2]=2[CH:11]=1. (3) Given the reactants O.O.[Cl-:3].[Ca+2:4].[Cl-].N[C@H](C(O)=O)CC(C)C.O.O.[C:17]([O-:29])(=[O:28])[CH2:18][C:19]([CH2:24][C:25]([O-:27])=[O:26])([C:21]([O-:23])=[O:22])[OH:20].[Na+:30].[Na+].[Na+], predict the reaction product. The product is: [C:17]([O-:29])(=[O:28])[CH2:18][C:19]([CH2:24][C:25]([O-:27])=[O:26])([C:21]([O-:23])=[O:22])[OH:20].[Ca+2:4].[C:17]([O-:29])(=[O:28])[CH2:18][C:19]([CH2:24][C:25]([O-:27])=[O:26])([C:21]([O-:23])=[O:22])[OH:20].[Ca+2:4].[Ca+2:4].[Cl-:3].[Na+:30]. (4) Given the reactants Cl[C:2]1[CH:7]=[C:6]([C:8]([F:11])([F:10])[F:9])[CH:5]=[CH:4][N:3]=1.[Br:12][Si](C)(C)C, predict the reaction product. The product is: [Br:12][C:2]1[CH:7]=[C:6]([C:8]([F:11])([F:10])[F:9])[CH:5]=[CH:4][N:3]=1. (5) Given the reactants [CH2:1]([Mg]Br)[CH:2]=[CH2:3].[CH:6](=[N:13][S:14]([C:17]1[CH:22]=[CH:21][CH:20]=[CH:19][CH:18]=1)(=[O:16])=[O:15])[C:7]1[CH:12]=[CH:11][CH:10]=[CH:9][CH:8]=1, predict the reaction product. The product is: [C:7]1([CH:6]([NH:13][S:14]([C:17]2[CH:22]=[CH:21][CH:20]=[CH:19][CH:18]=2)(=[O:15])=[O:16])[CH2:3][CH:2]=[CH2:1])[CH:8]=[CH:9][CH:10]=[CH:11][CH:12]=1. (6) Given the reactants [CH2:1]([O:8][C:9]([N:11]1[C@@H:15]2[CH2:16][N:17](CCC3C=CC=CC=3)[CH2:18][CH2:19][CH2:20][C@@H:14]2[CH2:13][CH2:12]1)=[O:10])[C:2]1[CH:7]=[CH:6][CH:5]=[CH:4][CH:3]=1.C(Cl)(=O)OC(Cl)C, predict the reaction product. The product is: [CH2:1]([O:8][C:9]([N:11]1[C@@H:15]2[CH2:16][NH:17][CH2:18][CH2:19][CH2:20][C@@H:14]2[CH2:13][CH2:12]1)=[O:10])[C:2]1[CH:3]=[CH:4][CH:5]=[CH:6][CH:7]=1. (7) Given the reactants [NH2:1][CH2:2][C:3]#[C:4][C:5]1[CH:6]=[C:7]([C:12]2[S:13][C:14]3[CH:20]=[CH:19][CH:18]=[CH:17][C:15]=3[N:16]=2)[C:8]([NH2:11])=[N:9][CH:10]=1.[CH3:21][N:22]([CH3:26])[C:23](Cl)=[O:24].CN(C=O)C.CCN(C(C)C)C(C)C, predict the reaction product. The product is: [NH2:11][C:8]1[N:9]=[CH:10][C:5]([C:4]#[C:3][CH2:2][NH:1][C:23](=[O:24])[N:22]([CH3:26])[CH3:21])=[CH:6][C:7]=1[C:12]1[S:13][C:14]2[CH:20]=[CH:19][CH:18]=[CH:17][C:15]=2[N:16]=1. (8) Given the reactants C(OC(=O)[N:7]([C:19]1[CH:24]=[CH:23][C:22]([CH:25](O)[C:26]2[C:34]3[C:29](=[N:30][CH:31]=[C:32]([O:35][CH2:36][CH2:37][N:38]4[CH2:43][CH2:42][O:41][CH2:40][CH2:39]4)[CH:33]=3)[NH:28][CH:27]=2)=[CH:21][N:20]=1)[CH2:8][C:9]1[CH:14]=[CH:13][C:12]([C:15]([F:18])([F:17])[F:16])=[CH:11][CH:10]=1)(C)(C)C.C([SiH](CC)CC)C.FC(F)(F)C(O)=O, predict the reaction product. The product is: [N:38]1([CH2:37][CH2:36][O:35][C:32]2[CH:33]=[C:34]3[C:26]([CH2:25][C:22]4[CH:23]=[CH:24][C:19]([NH:7][CH2:8][C:9]5[CH:10]=[CH:11][C:12]([C:15]([F:16])([F:17])[F:18])=[CH:13][CH:14]=5)=[N:20][CH:21]=4)=[CH:27][NH:28][C:29]3=[N:30][CH:31]=2)[CH2:43][CH2:42][O:41][CH2:40][CH2:39]1.